Dataset: Forward reaction prediction with 1.9M reactions from USPTO patents (1976-2016). Task: Predict the product of the given reaction. Given the reactants [CH3:1][C@@:2]12[C:8]([CH3:10])([CH3:9])[C@@H:5]([CH2:6][CH2:7]1)[CH:4]([C:11](Cl)=[O:12])[C:3]2=O.C(N(CC)CC)C.C(OC([N:29]([CH2:41][C:42]1[CH:47]=[CH:46][CH:45]=[CH:44][CH:43]=1)[NH:30][C:31]1[CH:40]=[CH:39][C:38]2[C:33](=[CH:34][CH:35]=[CH:36][CH:37]=2)[CH:32]=1)=O)(C)(C)C.Cl.O1CCOCC1, predict the reaction product. The product is: [CH2:41]([N:29]1[C:3]2[C@:2]3([CH3:1])[C:8]([CH3:10])([CH3:9])[C@@H:5]([CH2:6][CH2:7]3)[C:4]=2[C:11](=[O:12])[N:30]1[C:31]1[CH:40]=[CH:39][C:38]2[C:33](=[CH:34][CH:35]=[CH:36][CH:37]=2)[CH:32]=1)[C:42]1[CH:43]=[CH:44][CH:45]=[CH:46][CH:47]=1.